From a dataset of Full USPTO retrosynthesis dataset with 1.9M reactions from patents (1976-2016). Predict the reactants needed to synthesize the given product. (1) Given the product [N:37]1([CH2:9][C:10]2[CH:11]=[CH:12][N:13]3[C:18]=2[C:17]([NH:19][C:20]2[CH:21]=[C:22]4[C:26](=[CH:27][CH:28]=2)[N:25]([CH2:29][C:30]2[CH:35]=[CH:34][CH:33]=[C:32]([F:36])[CH:31]=2)[N:24]=[CH:23]4)=[N:16][CH:15]=[N:14]3)[CH2:43][CH2:42][CH2:41][NH:40][CH2:39][CH2:38]1, predict the reactants needed to synthesize it. The reactants are: C1(S([CH2:9][C:10]2[CH:11]=[CH:12][N:13]3[C:18]=2[C:17]([NH:19][C:20]2[CH:21]=[C:22]4[C:26](=[CH:27][CH:28]=2)[N:25]([CH2:29][C:30]2[CH:35]=[CH:34][CH:33]=[C:32]([F:36])[CH:31]=2)[N:24]=[CH:23]4)=[N:16][CH:15]=[N:14]3)=O)C=CC=CC=1.[NH:37]1[CH2:43][CH2:42][CH2:41][NH:40][CH2:39][CH2:38]1. (2) Given the product [CH3:12][O:13][C:14]1[CH:19]=[CH:18][CH:17]=[CH:16][C:15]=1[N:5]1[CH:6]=[C:2]([CH3:1])[C:3]([C:7]([O:9][CH2:10][CH3:11])=[O:8])=[N:4]1, predict the reactants needed to synthesize it. The reactants are: [CH3:1][C:2]1[C:3]([C:7]([O:9][CH2:10][CH3:11])=[O:8])=[N:4][NH:5][CH:6]=1.[CH3:12][O:13][C:14]1[CH:19]=[CH:18][CH:17]=[CH:16][C:15]=1B(O)O.N1C=CC=CC=1. (3) Given the product [CH3:5][O:6][C:7]1[CH:8]=[C:9]2[C:17](=[CH:18][CH:19]=1)[N:16]([C:1](=[O:3])[CH3:2])[C:15]1[C:14]3[CH:20]=[CH:21][CH:22]=[CH:23][C:13]=3[O:12][CH2:11][C:10]2=1, predict the reactants needed to synthesize it. The reactants are: [C:1](Cl)(=[O:3])[CH3:2].[CH3:5][O:6][C:7]1[CH:8]=[C:9]2[C:17](=[CH:18][CH:19]=1)[NH:16][C:15]1[C:14]3[CH:20]=[CH:21][CH:22]=[CH:23][C:13]=3[O:12][CH2:11][C:10]2=1.CCN(CC)CC. (4) Given the product [ClH:13].[Cl:13][C:14]1[C:19]([CH3:20])=[CH:18][C:17]([O:9][CH:6]2[CH2:7][CH2:8][N:2]([CH3:1])[CH2:3][C:4]3[CH:12]=[CH:11][S:10][C:5]2=3)=[CH:16][C:15]=1[CH3:22], predict the reactants needed to synthesize it. The reactants are: [CH3:1][N:2]1[CH2:8][CH2:7][CH:6]([OH:9])[C:5]2[S:10][CH:11]=[CH:12][C:4]=2[CH2:3]1.[Cl:13][C:14]1[C:19]([CH3:20])=[CH:18][C:17](O)=[CH:16][C:15]=1[CH3:22]. (5) Given the product [C:20]([C:17]1[CH:18]=[CH:19][C:14]([C:13]([NH:12][C:3]2[CH:4]=[CH:5][C:6]3[S:10][C:9]([CH3:11])=[N:8][C:7]=3[C:2]=2[C:25]#[N:26])=[O:24])=[CH:15][CH:16]=1)([CH3:23])([CH3:22])[CH3:21], predict the reactants needed to synthesize it. The reactants are: Br[C:2]1[C:7]2[N:8]=[C:9]([CH3:11])[S:10][C:6]=2[CH:5]=[CH:4][C:3]=1[NH:12][C:13](=[O:24])[C:14]1[CH:19]=[CH:18][C:17]([C:20]([CH3:23])([CH3:22])[CH3:21])=[CH:16][CH:15]=1.[C:25]([Cu])#[N:26].